Task: Regression. Given a peptide amino acid sequence and an MHC pseudo amino acid sequence, predict their binding affinity value. This is MHC class I binding data.. Dataset: Peptide-MHC class I binding affinity with 185,985 pairs from IEDB/IMGT (1) The peptide sequence is LRCNDTNYSGF. The MHC is HLA-B27:05 with pseudo-sequence HLA-B27:05. The binding affinity (normalized) is 0.477. (2) The peptide sequence is EYLTAEIL. The MHC is H-2-Kd with pseudo-sequence H-2-Kd. The binding affinity (normalized) is 0.436. (3) The peptide sequence is MLLTFLTSLL. The MHC is HLA-A02:01 with pseudo-sequence HLA-A02:01. The binding affinity (normalized) is 0.775. (4) The peptide sequence is FFFKYAAAF. The MHC is Mamu-B17 with pseudo-sequence Mamu-B17. The binding affinity (normalized) is 0.0904.